From a dataset of Cav3 T-type calcium channel HTS with 100,875 compounds. Binary Classification. Given a drug SMILES string, predict its activity (active/inactive) in a high-throughput screening assay against a specified biological target. (1) The compound is S(=O)(=O)(NCCCN(CC)c1cc(ccc1)C)c1cc2oc(=O)n(c2cc1)C. The result is 0 (inactive). (2) The compound is Clc1c(NC(=O)C)cc2nn(nc2c1)c1ccccc1. The result is 0 (inactive). (3) The compound is O=C(NC(CC(O)=O)c1oc(nn1)C(N)CCCCN)C1CCNCC1. The result is 0 (inactive). (4) The molecule is O(c1ccc(C(=O)/C=C(\Nc2ccc(NC(=O)C)cc2)C)cc1)C. The result is 0 (inactive).